From a dataset of Human liver microsome stability data. Regression/Classification. Given a drug SMILES string, predict its absorption, distribution, metabolism, or excretion properties. Task type varies by dataset: regression for continuous measurements (e.g., permeability, clearance, half-life) or binary classification for categorical outcomes (e.g., BBB penetration, CYP inhibition). Dataset: hlm. (1) The compound is Cn1c(-c2cccc3cccnc23)c(C2CCCCC2)c2ccc(C(=O)NC(C)(C)C(=O)Nc3ccc(C=CC(=O)O)cc3)cc21. The result is 0 (unstable in human liver microsomes). (2) The molecule is CCNC(=O)[C@@H]1C[C@@H](NC(=O)c2cc(CC)nn2C)CN1C(=O)c1coc2ccccc12. The result is 0 (unstable in human liver microsomes). (3) The compound is CCCN(CCC)CCOc1ccc2c(O)c3c(Cl)c(Cl)ccc3nc2c1. The result is 1 (stable in human liver microsomes). (4) The molecule is CN1C[C@@H]2CCCC[C@]2(c2ccc3ccccc3c2)C1. The result is 0 (unstable in human liver microsomes). (5) The molecule is N#Cc1c(C(F)(F)F)cc(NCc2ccc(F)cc2)n2c1nc1cc(Cl)c(Cl)cc12. The result is 0 (unstable in human liver microsomes). (6) The compound is CNc1nc(NCCCN(C)C)c2sc(-c3ccc(C(C)=O)cc3)cc2n1. The result is 1 (stable in human liver microsomes). (7) The molecule is Cc1nc2c(Cl)cccc2n1-c1cccc(Oc2cccc(S(C)(=O)=O)c2)c1. The result is 1 (stable in human liver microsomes).